From a dataset of Reaction yield outcomes from USPTO patents with 853,638 reactions. Predict the reaction yield, written as a fraction of the theoretical maximum amount of product (1.0 means a 100% yield; for example, 0.34 means a 34% yield). (1) The reactants are [Cl:1][C:2]1[CH:3]=[C:4]([CH:21]=[CH:22][C:23]=1[NH:24][C:25]([NH:27][CH3:28])=[O:26])[O:5][C:6]1[C:15]2[C:10](=[CH:11][C:12]([O:19][CH3:20])=[C:13]([C:16]([OH:18])=O)[CH:14]=2)[N:9]=[CH:8][CH:7]=1.CN.CO.[CH2:33]([N:35](CC)CC)C.F[P-](F)(F)(F)(F)F.CN([PH+](N(C)C)N(C)C)C. The catalyst is CN(C)C=O.O.C(OCC)(=O)C. The product is [CH3:33][NH:35][C:16]([C:13]1[CH:14]=[C:15]2[C:10](=[CH:11][C:12]=1[O:19][CH3:20])[N:9]=[CH:8][CH:7]=[C:6]2[O:5][C:4]1[CH:21]=[CH:22][C:23]([NH:24][C:25]([NH:27][CH3:28])=[O:26])=[C:2]([Cl:1])[CH:3]=1)=[O:18]. The yield is 0.820. (2) The reactants are [C:1]([C:3]1[CH:8]=[CH:7][CH:6]=[CH:5][C:4]=1[C:9]1[CH:14]=[CH:13][C:12]([CH2:15][CH:16]([C:22](=O)[CH2:23][CH2:24][CH3:25])[C:17](OCC)=[O:18])=[CH:11][CH:10]=1)#[N:2].[CH3:27][C:28]1[CH:29]=[N:30][NH:31][C:32]=1[NH:33][CH:34]1[CH2:39][CH2:38][O:37][CH2:36][CH2:35]1.N12CCCN=C1CCCCC2.C(N(CC)C1C=CC=CC=1)C. The catalyst is C(OCC)(=O)C. The product is [CH3:27][C:28]1[CH:29]=[N:30][N:31]2[C:22]([CH2:23][CH2:24][CH3:25])=[C:16]([CH2:15][C:12]3[CH:13]=[CH:14][C:9]([C:4]4[C:3]([C:1]#[N:2])=[CH:8][CH:7]=[CH:6][CH:5]=4)=[CH:10][CH:11]=3)[C:17](=[O:18])[N:33]([CH:34]3[CH2:39][CH2:38][O:37][CH2:36][CH2:35]3)[C:32]=12. The yield is 0.610.